This data is from Full USPTO retrosynthesis dataset with 1.9M reactions from patents (1976-2016). The task is: Predict the reactants needed to synthesize the given product. (1) Given the product [OH:12][C:11]([CH3:14])([CH3:13])[CH2:10][N:1]1[CH:5]=[CH:4][C:3]([C:6]([O:8][CH2:9][CH3:15])=[O:7])=[N:2]1, predict the reactants needed to synthesize it. The reactants are: [NH:1]1[CH:5]=[CH:4][C:3]([C:6]([O:8][CH3:9])=[O:7])=[N:2]1.[CH3:10][C:11]1([CH3:14])[CH2:13][O:12]1.[C:15](=O)([O-])[O-].[Cs+].[Cs+]. (2) Given the product [Cl:15][C:16]1[CH:17]=[CH:18][C:19]([CH2:22][CH2:23][N:24]([CH2:25][C:26]2[CH:27]=[CH:28][C:29]([Si:32]([CH3:33])([CH3:35])[CH3:34])=[CH:30][CH:31]=2)[C:12]([C:9]2[C:10]([F:11])=[C:2]([Cl:1])[CH:3]=[C:4]3[C:8]=2[NH:7][CH:6]=[CH:5]3)=[O:14])=[CH:20][CH:21]=1, predict the reactants needed to synthesize it. The reactants are: [Cl:1][C:2]1[CH:3]=[C:4]2[C:8](=[C:9]([C:12]([OH:14])=O)[C:10]=1[F:11])[NH:7][CH:6]=[CH:5]2.[Cl:15][C:16]1[CH:21]=[CH:20][C:19]([CH2:22][CH2:23][NH:24][CH2:25][C:26]2[CH:31]=[CH:30][C:29]([Si:32]([CH3:35])([CH3:34])[CH3:33])=[CH:28][CH:27]=2)=[CH:18][CH:17]=1. (3) The reactants are: CS(C)=O.C(Cl)(=O)C(Cl)=O.[N:11]1([CH2:16][CH2:17][CH2:18][O:19][C:20]2[CH:25]=[CH:24][C:23]([C:26]3([C:32]4[NH:33][CH2:34][CH2:35][N:36]=4)[CH2:31][CH2:30][O:29][CH2:28][CH2:27]3)=[CH:22][CH:21]=2)[CH2:15][CH2:14][CH2:13][CH2:12]1.C(N(CC)CC)C. Given the product [N:11]1([CH2:16][CH2:17][CH2:18][O:19][C:20]2[CH:21]=[CH:22][C:23]([C:26]3([C:32]4[NH:36][CH:35]=[CH:34][N:33]=4)[CH2:31][CH2:30][O:29][CH2:28][CH2:27]3)=[CH:24][CH:25]=2)[CH2:12][CH2:13][CH2:14][CH2:15]1, predict the reactants needed to synthesize it.